From a dataset of Reaction yield outcomes from USPTO patents with 853,638 reactions. Predict the reaction yield, written as a fraction of the theoretical maximum amount of product (1.0 means a 100% yield; for example, 0.34 means a 34% yield). (1) The reactants are [I:1][C:2]1[N:3]=[CH:4][NH:5][CH:6]=1.C(=O)([O-])[O-].[Cs+].[Cs+].Br[CH2:14][CH:15]1[CH2:17][CH2:16]1. The catalyst is CN(C=O)C. The product is [CH:15]1([CH2:14][N:5]2[CH:6]=[C:2]([I:1])[N:3]=[CH:4]2)[CH2:17][CH2:16]1. The yield is 0.580. (2) The reactants are Cl.[CH2:2]1[C:10]2[C:5](=[CH:6][CH:7]=[CH:8][CH:9]=2)[CH2:4][CH:3]1[C@H:11]1[NH:16][C:15](=[O:17])[C@@H:14]([C@@H:18]([CH3:21])[CH2:19][CH3:20])[N:13]([CH:22]([C:26]2[C:27]([CH3:33])=[N:28][C:29]([CH3:32])=[CH:30][CH:31]=2)[C:23](O)=[O:24])[C:12]1=[O:34].[NH:35]1[CH2:40][CH2:39][O:38][CH2:37][CH2:36]1. The catalyst is ClCCl. The product is [CH2:2]1[C:10]2[C:5](=[CH:6][CH:7]=[CH:8][CH:9]=2)[CH2:4][CH:3]1[C@H:11]1[NH:16][C:15](=[O:17])[C@@H:14]([C@@H:18]([CH3:21])[CH2:19][CH3:20])[N:13]([C@H:22]([C:26]2[C:27]([CH3:33])=[N:28][C:29]([CH3:32])=[CH:30][CH:31]=2)[C:23]([N:35]2[CH2:40][CH2:39][O:38][CH2:37][CH2:36]2)=[O:24])[C:12]1=[O:34]. The yield is 0.450. (3) The reactants are BrC1C=C[C:5]([N:8]=C=S)=CC=1.[NH2:11][C:12]1[CH:17]=[C:16]([CH3:18])[CH:15]=[C:14]([CH3:19])[C:13]=1[OH:20].CCN=C=NCCCN(C)C. The catalyst is C1COCC1. The product is [CH3:18][C:16]1[CH:15]=[C:14]([CH3:19])[C:13]2[O:20][C:5]([NH2:8])=[N:11][C:12]=2[CH:17]=1. The yield is 0.850. (4) The reactants are [O:1]1[CH2:6][CH2:5][CH:4]([C:7]([C:9]2[S:13][C:12]([NH2:14])=[N:11][C:10]=2[C:15]2[CH:19]=[CH:18][O:17][CH:16]=2)=[O:8])[CH2:3][CH2:2]1.Cl.[N:21]1[CH:26]=[CH:25][CH:24]=[C:23]([CH2:27][C:28](O)=[O:29])[CH:22]=1.CCN=C=NCCCN(C)C.Cl.O.ON1C2C=CC=CC=2N=N1.C(N(CC)CC)C.C(=O)([O-])O.[Na+]. The catalyst is CN(C=O)C. The product is [O:17]1[CH:18]=[CH:19][C:15]([C:10]2[N:11]=[C:12]([NH:14][C:28](=[O:29])[CH2:27][C:23]3[CH:22]=[N:21][CH:26]=[CH:25][CH:24]=3)[S:13][C:9]=2[C:7]([CH:4]2[CH2:5][CH2:6][O:1][CH2:2][CH2:3]2)=[O:8])=[CH:16]1. The yield is 0.520. (5) The reactants are [C@:1]12([CH3:11])[C:8]([CH3:10])([CH3:9])[CH:5]([CH2:6][CH2:7]1)[CH2:4][C:2]2=[S:3].[CH2:12]([Mg]Br)[CH:13]=[CH2:14].Cl. The catalyst is CCOCC. The product is [CH3:11][C:1]12[C:8]([CH3:10])([CH3:9])[CH:5]([CH2:6][CH2:7]1)[CH2:4][C:2]2([CH2:14][CH:13]=[CH2:12])[SH:3]. The yield is 0.800. (6) The reactants are [N+:1]([C:4]1[CH:10]=[C:9]([O:11][C:12]([F:15])([F:14])[F:13])[CH:8]=[CH:7][C:5]=1N)([O-])=O.[C:16]([CH2:18]C(OCC1C=CC=CC=1)=O)#N.C([O-])([O-])=O.[K+].[K+]. The catalyst is C(#N)C.CN(C=O)C. The product is [F:13][C:12]([F:15])([F:14])[O:11][C:9]1[CH:10]=[C:4]2[C:5]([CH:16]=[CH:18][NH:1]2)=[CH:7][CH:8]=1. The yield is 0.630.